This data is from Reaction yield outcomes from USPTO patents with 853,638 reactions. The task is: Predict the reaction yield, written as a fraction of the theoretical maximum amount of product (1.0 means a 100% yield; for example, 0.34 means a 34% yield). (1) The reactants are [CH3:1][O:2][C:3]1[C:12]([NH:13][C:14](=[O:18])OCC)=[N:11][C:10]2[C:5](=[CH:6][CH:7]=[C:8]([CH3:19])[CH:9]=2)[N:4]=1.[CH3:20][C:21]1[CH:26]=[CH:25][CH:24]=[C:23]([CH3:27])[C:22]=1[N:28]1[CH2:33][CH2:32][NH:31][CH2:30][CH2:29]1. No catalyst specified. The product is [CH3:1][O:2][C:3]1[C:12]([NH:13][C:14]([N:31]2[CH2:32][CH2:33][N:28]([C:22]3[C:23]([CH3:27])=[CH:24][CH:25]=[CH:26][C:21]=3[CH3:20])[CH2:29][CH2:30]2)=[O:18])=[N:11][C:10]2[C:5](=[CH:6][CH:7]=[C:8]([CH3:19])[CH:9]=2)[N:4]=1. The yield is 0.880. (2) The reactants are [Br:1][C:2]1[CH:12]=[C:11](/[CH:13]=[CH:14]\[CH:15]([C:20]2[CH:25]=[C:24]([Cl:26])[C:23]([Cl:27])=[C:22]([Cl:28])[CH:21]=2)[C:16]([F:19])([F:18])[F:17])[CH:10]=[CH:9][C:3]=1[C:4]([O:6]CC)=[O:5].I[Si](C)(C)C. The catalyst is CC#N. The product is [Br:1][C:2]1[CH:12]=[C:11](/[CH:13]=[CH:14]\[CH:15]([C:20]2[CH:21]=[C:22]([Cl:28])[C:23]([Cl:27])=[C:24]([Cl:26])[CH:25]=2)[C:16]([F:19])([F:18])[F:17])[CH:10]=[CH:9][C:3]=1[C:4]([OH:6])=[O:5]. The yield is 0.420. (3) The reactants are [Si](O[C@@H]1[C@@H](CO[Si](C(C)(C)C)(C)C)O[C@@H](N2C3N=CN=C(OC)C=3N=C2)C1)([C:4](C)([CH3:6])[CH3:5])(C)C.N1([O:43][C:44]2[C:45]3[N:46]=[CH:47][N:48]([C:71]=3[N:72]=[CH:73][N:74]=2)[C@@H:49]2[O:70][C@H:60]([CH2:61][O:62][Si:63]([C:66]([CH3:69])([CH3:68])[CH3:67])([CH3:65])[CH3:64])[C@@H:51]([O:52][Si:53]([C:56]([CH3:59])([CH3:58])[CH3:57])([CH3:55])[CH3:54])[CH2:50]2)C2C=CC=CC=2N=N1.C([O-])([O-])=O.[Cs+].[Cs+]. The catalyst is CC(O)C. The product is [Si:63]([O:62][C@@H:61]1[C@@H:60]([CH2:51][O:52][Si:53]([C:56]([CH3:57])([CH3:59])[CH3:58])([CH3:54])[CH3:55])[O:70][C@@H:49]([N:48]2[C:71]3[N:72]=[CH:73][N:74]=[C:44]([O:43][CH:4]([CH3:6])[CH3:5])[C:45]=3[N:46]=[CH:47]2)[CH2:50]1)([C:66]([CH3:67])([CH3:69])[CH3:68])([CH3:64])[CH3:65]. The yield is 0.840. (4) No catalyst specified. The yield is 0.158. The product is [CH3:10][C:11]1[NH:12][C:13]([CH3:18])=[CH:14][C:15](=[O:17])[C:16]=1[N+:6]([O-:9])=[O:7]. The reactants are S(=O)(=O)(O)O.[N+:6]([O-:9])(O)=[O:7].[CH3:10][C:11]1[NH:12][C:13]([CH3:18])=[CH:14][C:15](=[O:17])[CH:16]=1.[OH-].[Na+]. (5) The reactants are [O:1]1[CH2:5][CH2:4][CH:3]([S:6][C:7]2[CH:16]=[CH:15][C:10]([C:11]([O:13][CH3:14])=[O:12])=[CH:9][CH:8]=2)[CH2:2]1.[OH2:17].OOS([O-])=O.[K+].C[OH:25]. The yield is 0.930. The product is [O:1]1[CH2:5][CH2:4][CH:3]([S:6]([C:7]2[CH:8]=[CH:9][C:10]([C:11]([O:13][CH3:14])=[O:12])=[CH:15][CH:16]=2)(=[O:25])=[O:17])[CH2:2]1. No catalyst specified. (6) The reactants are [Li][CH2:2][CH2:3][CH2:4]C.[CH2:6]1[C:14]2[C:9](=[CH:10][C:11]([CH:15]=O)=[CH:12][CH:13]=2)[CH2:8][CH2:7]1. The catalyst is C1COCC1. The product is [CH3:2][C:3]([CH3:4])=[CH:15][C:11]1[CH:10]=[C:9]2[C:14](=[CH:13][CH:12]=1)[CH2:6][CH2:7][CH2:8]2. The yield is 0.670. (7) The reactants are [C:1]([N:9]=[C:10]=[S:11])(=[O:8])[C:2]1[CH:7]=[CH:6][CH:5]=[CH:4][CH:3]=1.[C:12]([O:16][C:17](=[O:23])[NH:18][CH2:19][CH2:20][CH2:21][NH2:22])([CH3:15])([CH3:14])[CH3:13]. The catalyst is CC(C)=O. The product is [C:1]([NH:9][C:10](=[S:11])[NH:22][CH2:21][CH2:20][CH2:19][NH:18][C:17](=[O:23])[O:16][C:12]([CH3:14])([CH3:13])[CH3:15])(=[O:8])[C:2]1[CH:7]=[CH:6][CH:5]=[CH:4][CH:3]=1. The yield is 0.430.